This data is from Forward reaction prediction with 1.9M reactions from USPTO patents (1976-2016). The task is: Predict the product of the given reaction. (1) Given the reactants [I:1][C:2]1[CH:10]=[CH:9][CH:8]=[CH:7][C:3]=1[C:4]([OH:6])=O.S(Cl)(Cl)=O.[NH2:15][C:16]1[CH:17]=[C:18]([N:22]2[C:28](=[O:29])[CH2:27][C:26](=[O:30])[NH:25][C:24]3[C:31]4[C:36]([CH:37]=[CH:38][C:23]2=3)=[CH:35][CH:34]=[CH:33][CH:32]=4)[CH:19]=[CH:20][CH:21]=1, predict the reaction product. The product is: [I:1][C:2]1[CH:10]=[CH:9][CH:8]=[CH:7][C:3]=1[C:4]([NH:15][C:16]1[CH:17]=[C:18]([N:22]2[C:28](=[O:29])[CH2:27][C:26](=[O:30])[NH:25][C:24]3[C:31]4[C:36]([CH:37]=[CH:38][C:23]2=3)=[CH:35][CH:34]=[CH:33][CH:32]=4)[CH:19]=[CH:20][CH:21]=1)=[O:6]. (2) The product is: [CH3:1][C:2]1[C:7]([CH:8]([F:9])[F:10])=[CH:6][CH:5]=[CH:4][C:3]=1[N:11]1[C:15](=[O:16])[N:14]([CH3:17])[N:13]=[N:12]1. Given the reactants [CH3:1][C:2]1[C:7]([CH:8]([F:10])[F:9])=[CH:6][CH:5]=[CH:4][C:3]=1[N:11]1[C:15](=[O:16])[NH:14][N:13]=[N:12]1.[C:17](=O)([O-])[O-].[K+].[K+].CI.CN(C)C=O, predict the reaction product. (3) Given the reactants [CH2:1]([N:4]([CH:14]([CH3:16])[CH3:15])[C:5]1[CH:12]=[CH:11]C(C#N)=[CH:7][C:6]=1[Cl:13])[CH:2]=[CH2:3].[OH-:17].[K+].[CH3:19][CH2:20][OH:21], predict the reaction product. The product is: [CH2:1]([N:4]([CH:14]([CH3:16])[CH3:15])[C:5]1[CH:12]=[CH:11][C:19]([C:20]([OH:17])=[O:21])=[CH:7][C:6]=1[Cl:13])[CH:2]=[CH2:3]. (4) Given the reactants [Li]CCCC.Br[C:7]1[N:8]([CH2:14][O:15][CH2:16][CH2:17][Si:18]([CH3:21])([CH3:20])[CH3:19])[C:9](Cl)=[C:10]([Cl:12])[N:11]=1.CS[S:24][CH3:25].CN([CH:29]=[O:30])C, predict the reaction product. The product is: [Cl:12][C:10]1[N:11]=[C:7]([S:24][CH3:25])[N:8]([CH2:14][O:15][CH2:16][CH2:17][Si:18]([CH3:21])([CH3:20])[CH3:19])[C:9]=1[CH:29]=[O:30]. (5) Given the reactants S(Cl)([Cl:3])=O.[CH:5]1([N:9]2[CH2:15][CH2:14][C:13]3[CH:16]=[C:17]([O:20][C:21]4[N:22]=[CH:23][C:24]([C:27]([OH:29])=O)=[N:25][CH:26]=4)[CH:18]=[CH:19][C:12]=3[CH2:11][CH2:10]2)[CH2:8][CH2:7][CH2:6]1, predict the reaction product. The product is: [CH:5]1([N:9]2[CH2:15][CH2:14][C:13]3[CH:16]=[C:17]([O:20][C:21]4[N:22]=[CH:23][C:24]([C:27]([Cl:3])=[O:29])=[N:25][CH:26]=4)[CH:18]=[CH:19][C:12]=3[CH2:11][CH2:10]2)[CH2:8][CH2:7][CH2:6]1. (6) Given the reactants [CH3:1][N:2]([CH:5]([CH3:8])[C:6]#[CH:7])[CH:3]=O.[Cl-].[P+]=O.[Cl:12][C:13]1[CH:27]=[CH:26][C:16]([O:17][C:18]2[N:23]=[CH:22][C:21]([NH2:24])=[C:20]([CH3:25])[CH:19]=2)=[CH:15][C:14]=1[C:28]([F:31])([F:30])[F:29].[OH-].[Na+], predict the reaction product. The product is: [Cl:12][C:13]1[CH:27]=[CH:26][C:16]([O:17][C:18]2[N:23]=[CH:22][C:21]([N:24]=[CH:3][N:2]([CH3:1])[CH:5]([CH3:8])[C:6]#[CH:7])=[C:20]([CH3:25])[CH:19]=2)=[CH:15][C:14]=1[C:28]([F:31])([F:29])[F:30].